Task: Regression/Classification. Given a drug SMILES string, predict its toxicity properties. Task type varies by dataset: regression for continuous values (e.g., LD50, hERG inhibition percentage) or binary classification for toxic/non-toxic outcomes (e.g., AMES mutagenicity, cardiotoxicity, hepatotoxicity). Dataset: ld50_zhu.. Dataset: Acute oral toxicity (LD50) regression data from Zhu et al. (1) The molecule is CCC(C)=NO. The rat oral LD50 is 1.97, given as -log10 of the dose in mol/kg body weight (higher means more acutely toxic). (2) The drug is OCCNCCOc1ccc(C(=C(c2ccccc2)C(F)(F)F)c2ccccc2)cc1. The rat oral LD50 is 2.48, given as -log10 of the dose in mol/kg body weight (higher means more acutely toxic).